Dataset: Peptide-MHC class I binding affinity with 185,985 pairs from IEDB/IMGT. Task: Regression. Given a peptide amino acid sequence and an MHC pseudo amino acid sequence, predict their binding affinity value. This is MHC class I binding data. The peptide sequence is RQFPHAFEF. The MHC is Mamu-B52 with pseudo-sequence Mamu-B52. The binding affinity (normalized) is 0.841.